From a dataset of Forward reaction prediction with 1.9M reactions from USPTO patents (1976-2016). Predict the product of the given reaction. Given the reactants Br[C:2]1[CH:7]=[CH:6][C:5]([O:8][CH3:9])=[CH:4][CH:3]=1.[Cl:10][CH2:11][CH2:12][CH2:13][CH2:14][C:15]#[CH:16], predict the reaction product. The product is: [Cl:10][CH2:11][CH2:12][CH2:13][CH2:14][C:15]#[C:16][C:2]1[CH:7]=[CH:6][C:5]([O:8][CH3:9])=[CH:4][CH:3]=1.